Dataset: Reaction yield outcomes from USPTO patents with 853,638 reactions. Task: Predict the reaction yield, written as a fraction of the theoretical maximum amount of product (1.0 means a 100% yield; for example, 0.34 means a 34% yield). (1) The reactants are Cl[C:2]1[CH:7]=[CH:6][C:5]([C:8]2[CH:28]=[CH:27][C:11]3[N:12]([C:21]4[CH:26]=[CH:25][CH:24]=[CH:23][CH:22]=4)[C:13]([C:15]4[CH:20]=[CH:19][CH:18]=[CH:17][CH:16]=4)=[N:14][C:10]=3[CH:9]=2)=[CH:4][CH:3]=1.[C:29]1([C:35]2[C:36]3[C:41]([C:42]([C:52]4[CH:57]=[CH:56][CH:55]=[CH:54][CH:53]=4)=[C:43]4[C:48]=2[CH:47]=[C:46](B(O)O)[CH:45]=[CH:44]4)=[CH:40][CH:39]=[CH:38][CH:37]=3)[CH:34]=[CH:33][CH:32]=[CH:31][CH:30]=1.C(=O)([O-])[O-].[Cs+].[Cs+].O1CCOCC1. The product is [C:21]1([N:12]2[C:11]3[CH:27]=[CH:28][C:8]([C:5]4[CH:6]=[CH:7][C:2]([C:39]5[CH:38]=[CH:37][C:36]6[C:41](=[C:42]([C:52]7[CH:57]=[CH:56][CH:55]=[CH:54][CH:53]=7)[C:43]7[C:48]([C:35]=6[C:29]6[CH:30]=[CH:31][CH:32]=[CH:33][CH:34]=6)=[CH:47][CH:46]=[CH:45][CH:44]=7)[CH:40]=5)=[CH:3][CH:4]=4)=[CH:9][C:10]=3[N:14]=[C:13]2[C:15]2[CH:20]=[CH:19][CH:18]=[CH:17][CH:16]=2)[CH:26]=[CH:25][CH:24]=[CH:23][CH:22]=1. The catalyst is C1(C)C=CC=CC=1.O.C1C=CC(/C=C/C(/C=C/C2C=CC=CC=2)=O)=CC=1.C1C=CC(/C=C/C(/C=C/C2C=CC=CC=2)=O)=CC=1.C1C=CC(/C=C/C(/C=C/C2C=CC=CC=2)=O)=CC=1.[Pd].[Pd].C1(P(C2CCCCC2)C2CCCCC2)CCCCC1.C1(C)C=CC=CC=1. The yield is 0.750. (2) The reactants are [NH2:1][C:2]1[CH:3]=[C:4]([CH:21]=[CH:22][C:23]=1[Br:24])[O:5][C:6]1[CH:7]=[CH:8][C:9]2[N:10]([CH:12]=[C:13]([NH:15][C:16]([CH:18]3[CH2:20][CH2:19]3)=[O:17])[N:14]=2)[N:11]=1.[F:25][C:26]([F:37])([F:36])[C:27]1[CH:28]=[C:29]([CH:33]=[CH:34][CH:35]=1)[C:30](Cl)=[O:31].C(N(CC)CC)C. The catalyst is O1CCCC1. The product is [Br:24][C:23]1[CH:22]=[CH:21][C:4]([O:5][C:6]2[CH:7]=[CH:8][C:9]3[N:10]([CH:12]=[C:13]([NH:15][C:16]([CH:18]4[CH2:20][CH2:19]4)=[O:17])[N:14]=3)[N:11]=2)=[CH:3][C:2]=1[NH:1][C:30](=[O:31])[C:29]1[CH:33]=[CH:34][CH:35]=[C:27]([C:26]([F:25])([F:36])[F:37])[CH:28]=1. The yield is 0.240. (3) The reactants are [Br:1][C:2]1[C:3]([CH:9]=[O:10])=[N:4][C:5]([Br:8])=[CH:6][CH:7]=1.[CH2:11](O)[CH2:12][OH:13].CC1C=CC(S(O)(=O)=O)=CC=1. The catalyst is C1(C)C=CC=CC=1.O. The product is [Br:1][C:2]1[C:3]([CH:9]2[O:13][CH2:12][CH2:11][O:10]2)=[N:4][C:5]([Br:8])=[CH:6][CH:7]=1. The yield is 0.890. (4) The product is [C:7]([C:6]1[N:2]([CH3:1])[N:3]=[C:4]([N:9]2[CH2:13][CH2:12][CH2:11][CH2:10]2)[N:5]=1)#[CH:14]. The catalyst is CO.C(OCC)C. The reactants are [CH3:1][N:2]1[C:6]([CH:7]=O)=[N:5][C:4]([N:9]2[CH2:13][CH2:12][CH2:11][CH2:10]2)=[N:3]1.[C:14](=O)([O-])[O-].[K+].[K+].[N+](=C(P(=O)(OC)OC)C(=O)C)=[N-]. The yield is 0.360.